The task is: Predict the reactants needed to synthesize the given product.. This data is from Full USPTO retrosynthesis dataset with 1.9M reactions from patents (1976-2016). Given the product [Cl:2][C:3]1[CH:4]=[C:5]2[C:9](=[CH:10][CH:11]=1)[NH:8][CH:7]=[C:6]2[CH2:12][CH2:13][NH:14][C:29]([CH:26]1[CH2:27][CH2:28][N:24]([C:20]2[CH:19]=[C:18]3[C:23](=[CH:22][CH:21]=2)[CH2:15][O:16][CH2:17]3)[C:25]1=[O:32])=[O:30], predict the reactants needed to synthesize it. The reactants are: Cl.[Cl:2][C:3]1[CH:4]=[C:5]2[C:9](=[CH:10][CH:11]=1)[NH:8][CH:7]=[C:6]2[CH2:12][CH2:13][NH2:14].[CH2:15]1[C:23]2[C:18](=[CH:19][C:20]([N:24]3[CH2:28][CH2:27][CH:26]([C:29](O)=[O:30])[C:25]3=[O:32])=[CH:21][CH:22]=2)[CH2:17][O:16]1.CN(C(ON1N=NC2C=CC=NC1=2)=[N+](C)C)C.F[P-](F)(F)(F)(F)F.C(N(CC)C(C)C)(C)C.